From a dataset of Reaction yield outcomes from USPTO patents with 853,638 reactions. Predict the reaction yield, written as a fraction of the theoretical maximum amount of product (1.0 means a 100% yield; for example, 0.34 means a 34% yield). (1) The reactants are [N:1]1[N:5]2[C:6]([C:10]3[CH:11]=[C:12]([NH:16][C:17](=[O:28])[C:18]4[CH:23]=[CH:22][CH:21]=[C:20]([C:24]([F:27])([F:26])[F:25])[CH:19]=4)[CH:13]=[CH:14][CH:15]=3)=[CH:7][CH2:8][NH:9][C:4]2=[CH:3][CH:2]=1.C(N(C(C)C)CC)(C)C.[CH3:38][S:39](Cl)(=[O:41])=[O:40]. The catalyst is CN(C=O)C. The product is [CH3:38][S:39]([N:9]1[CH2:8][CH:7]=[C:6]([C:10]2[CH:11]=[C:12]([NH:16][C:17](=[O:28])[C:18]3[CH:23]=[CH:22][CH:21]=[C:20]([C:24]([F:25])([F:26])[F:27])[CH:19]=3)[CH:13]=[CH:14][CH:15]=2)[N:5]2[N:1]=[CH:2][CH:3]=[C:4]12)(=[O:41])=[O:40]. The yield is 0.490. (2) The reactants are C(NC(C)C)(C)C.[Li][CH2:9][CH2:10][CH2:11][CH3:12].[C:13]([N:20]1[CH2:25][CH2:24][CH:23]([C:26]([O:28][CH2:29][CH3:30])=[O:27])[CH2:22][CH2:21]1)([O:15][C:16]([CH3:19])([CH3:18])[CH3:17])=[O:14]. The catalyst is C1COCC1. The product is [CH2:29]([O:28][C:26]([C:23]1([CH2:12][CH2:11][CH:10]=[CH2:9])[CH2:24][CH2:25][N:20]([C:13]([O:15][C:16]([CH3:19])([CH3:18])[CH3:17])=[O:14])[CH2:21][CH2:22]1)=[O:27])[CH3:30]. The yield is 0.760. (3) The product is [NH2:14][CH:15]([CH2:39][C:40]1[CH:45]=[CH:44][C:43]([B:46]2[O:50][C:49]([CH3:52])([CH3:51])[C:48]([CH3:54])([CH3:53])[O:47]2)=[C:42]([F:55])[CH:41]=1)[C:16]([O:18][CH2:19][CH3:20])=[O:17]. The yield is 0.460. The reactants are C1(C(=[N:14][CH2:15][C:16]([O:18][CH2:19][CH3:20])=[O:17])C2C=CC=CC=2)C=CC=CC=1.C[Si]([N-][Si](C)(C)C)(C)C.[K+].C1(C)C=CC=CC=1.Br[CH2:39][C:40]1[CH:45]=[CH:44][C:43]([B:46]2[O:50][C:49]([CH3:52])([CH3:51])[C:48]([CH3:54])([CH3:53])[O:47]2)=[C:42]([F:55])[CH:41]=1. The catalyst is C1COCC1.O.Cl. (4) The reactants are [Cl:1][C:2]1[CH:3]=[CH:4][C:5]([O:26][CH3:27])=[C:6]([C:8]2[N:13]=[C:12]([NH:14]C(=O)C)[CH:11]=[C:10]([NH:18][C:19]3[CH:24]=[CH:23][C:22]([CH3:25])=[CH:21][CH:20]=3)[CH:9]=2)[CH:7]=1.NN. The catalyst is C(O)C. The product is [Cl:1][C:2]1[CH:3]=[CH:4][C:5]([O:26][CH3:27])=[C:6]([C:8]2[N:13]=[C:12]([NH2:14])[CH:11]=[C:10]([NH:18][C:19]3[CH:24]=[CH:23][C:22]([CH3:25])=[CH:21][CH:20]=3)[CH:9]=2)[CH:7]=1. The yield is 0.450. (5) The reactants are Cl[C:2]1[C:11]([N+:12]([O-:14])=[O:13])=[CH:10][C:5]([C:6]([O:8][CH3:9])=[O:7])=[CH:4][N:3]=1.[CH3:15][NH:16][CH2:17][C:18]([O:20][CH3:21])=[O:19]. The catalyst is ClCCl. The product is [CH3:21][O:20][C:18](=[O:19])[CH2:17][N:16]([CH3:15])[C:2]1[C:11]([N+:12]([O-:14])=[O:13])=[CH:10][C:5]([C:6]([O:8][CH3:9])=[O:7])=[CH:4][N:3]=1. The yield is 0.990. (6) The reactants are [C:1]([C:3]1[CH:16]=[CH:15][C:6]([CH2:7][N:8]2[CH2:11][CH:10]([C:12]([OH:14])=[O:13])[CH2:9]2)=[CH:5][CH:4]=1)#[N:2].[C:17](O)([CH3:20])([CH3:19])[CH3:18].CCN=C=NCCCN(C)C. The catalyst is CN(C1C=CN=CC=1)C.ClC(Cl)C. The product is [C:1]([C:3]1[CH:4]=[CH:5][C:6]([CH2:7][N:8]2[CH2:9][CH:10]([C:12]([O:14][C:17]([CH3:20])([CH3:19])[CH3:18])=[O:13])[CH2:11]2)=[CH:15][CH:16]=1)#[N:2]. The yield is 0.860.